Dataset: NCI-60 drug combinations with 297,098 pairs across 59 cell lines. Task: Regression. Given two drug SMILES strings and cell line genomic features, predict the synergy score measuring deviation from expected non-interaction effect. (1) Drug 1: CCC(=C(C1=CC=CC=C1)C2=CC=C(C=C2)OCCN(C)C)C3=CC=CC=C3.C(C(=O)O)C(CC(=O)O)(C(=O)O)O. Drug 2: C1=NC(=NC(=O)N1C2C(C(C(O2)CO)O)O)N. Cell line: SF-295. Synergy scores: CSS=5.61, Synergy_ZIP=-3.33, Synergy_Bliss=-3.92, Synergy_Loewe=-15.5, Synergy_HSA=-4.56. (2) Drug 1: CC12CCC3C(C1CCC2=O)CC(=C)C4=CC(=O)C=CC34C. Drug 2: CC1=C2C(C(=O)C3(C(CC4C(C3C(C(C2(C)C)(CC1OC(=O)C(C(C5=CC=CC=C5)NC(=O)OC(C)(C)C)O)O)OC(=O)C6=CC=CC=C6)(CO4)OC(=O)C)O)C)O. Cell line: DU-145. Synergy scores: CSS=56.6, Synergy_ZIP=-9.69, Synergy_Bliss=-9.01, Synergy_Loewe=-21.0, Synergy_HSA=-6.49. (3) Drug 1: C1=NC2=C(N=C(N=C2N1C3C(C(C(O3)CO)O)F)Cl)N. Drug 2: CC1=C2C(C(=O)C3(C(CC4C(C3C(C(C2(C)C)(CC1OC(=O)C(C(C5=CC=CC=C5)NC(=O)C6=CC=CC=C6)O)O)OC(=O)C7=CC=CC=C7)(CO4)OC(=O)C)O)C)OC(=O)C. Cell line: SF-539. Synergy scores: CSS=7.81, Synergy_ZIP=0.780, Synergy_Bliss=-1.94, Synergy_Loewe=-8.09, Synergy_HSA=-2.85. (4) Drug 1: CCCS(=O)(=O)NC1=C(C(=C(C=C1)F)C(=O)C2=CNC3=C2C=C(C=N3)C4=CC=C(C=C4)Cl)F. Drug 2: CCC1=C2CN3C(=CC4=C(C3=O)COC(=O)C4(CC)O)C2=NC5=C1C=C(C=C5)O. Cell line: DU-145. Synergy scores: CSS=31.9, Synergy_ZIP=2.40, Synergy_Bliss=4.42, Synergy_Loewe=-52.1, Synergy_HSA=2.06. (5) Drug 1: CC1=C(C(=O)C2=C(C1=O)N3CC4C(C3(C2COC(=O)N)OC)N4)N. Drug 2: CC1C(C(CC(O1)OC2CC(CC3=C2C(=C4C(=C3O)C(=O)C5=CC=CC=C5C4=O)O)(C(=O)C)O)N)O. Cell line: HL-60(TB). Synergy scores: CSS=41.3, Synergy_ZIP=-4.26, Synergy_Bliss=-0.898, Synergy_Loewe=-9.19, Synergy_HSA=2.10. (6) Drug 1: C1CN1P(=S)(N2CC2)N3CC3. Drug 2: CC1=C(C=C(C=C1)C(=O)NC2=CC(=CC(=C2)C(F)(F)F)N3C=C(N=C3)C)NC4=NC=CC(=N4)C5=CN=CC=C5. Cell line: UACC62. Synergy scores: CSS=3.28, Synergy_ZIP=-0.423, Synergy_Bliss=2.27, Synergy_Loewe=-0.0362, Synergy_HSA=1.09. (7) Drug 1: CCC1=C2CN3C(=CC4=C(C3=O)COC(=O)C4(CC)O)C2=NC5=C1C=C(C=C5)O. Drug 2: CN1C2=C(C=C(C=C2)N(CCCl)CCCl)N=C1CCCC(=O)O.Cl. Cell line: UACC-257. Synergy scores: CSS=11.4, Synergy_ZIP=-2.71, Synergy_Bliss=1.10, Synergy_Loewe=-92.8, Synergy_HSA=0.698.